This data is from Peptide-MHC class I binding affinity with 185,985 pairs from IEDB/IMGT. The task is: Regression. Given a peptide amino acid sequence and an MHC pseudo amino acid sequence, predict their binding affinity value. This is MHC class I binding data. (1) The peptide sequence is KLKKLEEEQI. The MHC is HLA-A02:02 with pseudo-sequence HLA-A02:02. The binding affinity (normalized) is 0.548. (2) The peptide sequence is TMCTEETKR. The MHC is HLA-A03:01 with pseudo-sequence HLA-A03:01. The binding affinity (normalized) is 0. (3) The peptide sequence is SAYYLDIGF. The binding affinity (normalized) is 0.0847. The MHC is HLA-A02:03 with pseudo-sequence HLA-A02:03. (4) The peptide sequence is DEAQEDEEHY. The MHC is Mamu-A11 with pseudo-sequence Mamu-A11. The binding affinity (normalized) is 0.